Dataset: Reaction yield outcomes from USPTO patents with 853,638 reactions. Task: Predict the reaction yield, written as a fraction of the theoretical maximum amount of product (1.0 means a 100% yield; for example, 0.34 means a 34% yield). (1) The reactants are [Br:1][C:2]1[CH:3]=[CH:4][C:5]([C:9]#[N:10])=[N:6][C:7]=1[CH3:8].O.[NH2:12][NH2:13]. The yield is 0.930. The catalyst is C(O)C. The product is [Br:1][C:2]1[CH:3]=[CH:4][C:5]([C:9](=[N:12][NH2:13])[NH2:10])=[N:6][C:7]=1[CH3:8]. (2) The reactants are [Br:1][C:2]1[CH:3]=[N:4][NH:5][CH:6]=1.C(N(CC)CC)C.[C:14](Cl)([C:27]1[CH:32]=[CH:31][CH:30]=[CH:29][CH:28]=1)([C:21]1[CH:26]=[CH:25][CH:24]=[CH:23][CH:22]=1)[C:15]1[CH:20]=[CH:19][CH:18]=[CH:17][CH:16]=1.O. The catalyst is CN(C)C=O. The product is [Br:1][C:2]1[CH:3]=[N:4][N:5]([C:14]([C:15]2[CH:20]=[CH:19][CH:18]=[CH:17][CH:16]=2)([C:27]2[CH:28]=[CH:29][CH:30]=[CH:31][CH:32]=2)[C:21]2[CH:22]=[CH:23][CH:24]=[CH:25][CH:26]=2)[CH:6]=1. The yield is 0.870. (3) The reactants are [CH:1](=O)[CH3:2].Cl.[CH2:5]([O:12][NH2:13])[C:6]1[CH:11]=[CH:10][CH:9]=[CH:8][CH:7]=1. The catalyst is O.CO. The product is [CH2:5]([O:12][NH:13][CH:1]=[CH2:2])[C:6]1[CH:11]=[CH:10][CH:9]=[CH:8][CH:7]=1. The yield is 1.00. (4) The reactants are C(OC([N:8]1[C:13]2[CH:14]=[C:15]([Cl:20])[C:16]([O:18][CH3:19])=[CH:17][C:12]=2[O:11][CH:10]([C:21]([N:23]2[CH2:28][CH2:27][C:26]([CH2:35][C:36]3[CH:41]=[CH:40][C:39]([F:42])=[CH:38][CH:37]=3)([CH2:29][N:30]3[CH:34]=[CH:33][N:32]=[CH:31]3)[CH2:25][CH2:24]2)=[O:22])[CH2:9]1)=O)(C)(C)C.FC(F)(F)C(O)=O. The catalyst is C(Cl)Cl. The product is [Cl:20][C:15]1[C:16]([O:18][CH3:19])=[CH:17][C:12]2[O:11][CH:10]([C:21]([N:23]3[CH2:28][CH2:27][C:26]([CH2:35][C:36]4[CH:37]=[CH:38][C:39]([F:42])=[CH:40][CH:41]=4)([CH2:29][N:30]4[CH:34]=[CH:33][N:32]=[CH:31]4)[CH2:25][CH2:24]3)=[O:22])[CH2:9][NH:8][C:13]=2[CH:14]=1. The yield is 0.600. (5) The reactants are S(=O)(=O)(O)[OH:2].[CH3:6][C:7]1[CH:12]=[CH:11][C:10]([N+:13]([O-:15])=[O:14])=[CH:9][C:8]=1[S:16]([NH2:19])(=[O:18])=[O:17]. The catalyst is O. The product is [N+:13]([C:10]1[CH:11]=[CH:12][C:7]2[C:6](=[O:2])[NH:19][S:16](=[O:18])(=[O:17])[C:8]=2[CH:9]=1)([O-:15])=[O:14]. The yield is 0.680. (6) The reactants are [N:1]1[CH:6]=[CH:5][CH:4]=[CH:3][CH:2]=1.C(Cl)(=[O:9])C.[CH3:11][O:12][C:13]1[CH:14]=[C:15]([OH:22])[C:16](=[CH:20][CH:21]=1)[C:17](O)=[O:18].Cl.C(Cl)(=O)C(Cl)=O.C(=O)([O-])[O-].[Na+].[Na+]. The catalyst is C(Cl)Cl.O1CCCC1.O. The product is [CH:6]1([N:1]([OH:9])[C:17](=[O:18])[C:16]2[CH:20]=[CH:21][C:13]([O:12][CH3:11])=[CH:14][C:15]=2[OH:22])[CH2:5][CH2:4][CH2:3][CH2:2]1. The yield is 0.790. (7) The reactants are [CH3:1][CH:2]1[N:7]([C:8]([O:10][C:11]([CH3:14])([CH3:13])[CH3:12])=[O:9])[CH2:6][C:5]2[C:15](OS(C(F)(F)F)(=O)=O)=[N:16][NH:17][C:4]=2[CH2:3]1.[S:26]1[CH:30]=[CH:29][C:28](B(O)O)=[CH:27]1.C1(P(C2CCCCC2)C2C=CC=C(C3C(C(C)C)=CC(C(C)C)=CC=3C(C)C)C=2)CCCCC1.[O-]P([O-])([O-])=O.[K+].[K+].[K+]. The catalyst is O1CCOCC1.O.NC1C=CC=CC=1C1C=CC=CC=1[Pd]Cl.C(OCC)(=O)C. The product is [CH3:1][CH:2]1[N:7]([C:8]([O:10][C:11]([CH3:12])([CH3:13])[CH3:14])=[O:9])[CH2:6][C:5]2[C:15]([C:28]3[CH:29]=[CH:30][S:26][CH:27]=3)=[N:16][NH:17][C:4]=2[CH2:3]1. The yield is 0.881. (8) The reactants are [C:1](=[O:15])([O:5][CH2:6][CH2:7][CH2:8][CH2:9][O:10][C:11](=[O:14])[CH:12]=[CH2:13])[O:2][CH2:3]Cl.[C:16]([O-:20])(=[O:19])[CH:17]=[CH2:18].[K+]. The catalyst is CN(C)C=O.C1OCCOCCOCCOCCOCCOC1. The product is [C:1](=[O:15])([O:5][CH2:6][CH2:7][CH2:8][CH2:9][O:10][C:11](=[O:14])[CH:12]=[CH2:13])[O:2][CH2:3][O:20][C:16](=[O:19])[CH:17]=[CH2:18]. The yield is 0.910. (9) The reactants are [Cr](O)(O)(=O)=O.[F:6][C:7]1[CH:16]=[CH:15][CH:14]=[C:13]2[C:8]=1[CH2:9][C:10]([CH3:28])([CH3:27])[N:11]=[C:12]2[C:17]1[CH:18]=[N:19][C:20]2[C:25]([CH:26]=1)=[CH:24][CH:23]=[CH:22][CH:21]=2.S([O-])([O-])=[O:30].[Na+].[Na+].C(=O)([O-])O.[Na+]. The catalyst is O.C(O)(=O)C. The product is [F:6][C:7]1[CH:16]=[CH:15][CH:14]=[C:13]2[C:8]=1[C:9](=[O:30])[C:10]([CH3:28])([CH3:27])[N:11]=[C:12]2[C:17]1[CH:18]=[N:19][C:20]2[C:25]([CH:26]=1)=[CH:24][CH:23]=[CH:22][CH:21]=2. The yield is 0.0600.